This data is from Reaction yield outcomes from USPTO patents with 853,638 reactions. The task is: Predict the reaction yield, written as a fraction of the theoretical maximum amount of product (1.0 means a 100% yield; for example, 0.34 means a 34% yield). The reactants are Cl.[C:2]([C:6]1[N:10]([CH2:11][CH:12]2[CH2:17][CH2:16][O:15][CH2:14][CH2:13]2)[C:9]2[CH:18]=[CH:19][C:20]([NH:22][CH2:23][CH3:24])=[CH:21][C:8]=2[N:7]=1)([CH3:5])([CH3:4])[CH3:3].[C:25]1([S:31](Cl)(=[O:33])=[O:32])[CH:30]=[CH:29][CH:28]=[CH:27][CH:26]=1. The catalyst is CN(C1C=CN=CC=1)C.CC#N.CCOC(C)=O. The product is [C:2]([C:6]1[N:10]([CH2:11][CH:12]2[CH2:17][CH2:16][O:15][CH2:14][CH2:13]2)[C:9]2[CH:18]=[CH:19][C:20]([N:22]([CH2:23][CH3:24])[S:31]([C:25]3[CH:30]=[CH:29][CH:28]=[CH:27][CH:26]=3)(=[O:33])=[O:32])=[CH:21][C:8]=2[N:7]=1)([CH3:5])([CH3:3])[CH3:4]. The yield is 0.770.